Dataset: Peptide-MHC class II binding affinity with 134,281 pairs from IEDB. Task: Regression. Given a peptide amino acid sequence and an MHC pseudo amino acid sequence, predict their binding affinity value. This is MHC class II binding data. (1) The peptide sequence is RDLEVVAATPTSLLI. The MHC is DRB1_1001 with pseudo-sequence DRB1_1001. The binding affinity (normalized) is 0.725. (2) The peptide sequence is PSSASPWSWPDLDLK. The MHC is HLA-DQA10501-DQB10302 with pseudo-sequence HLA-DQA10501-DQB10302. The binding affinity (normalized) is 0.481. (3) The peptide sequence is NKEVDRLMSMKSVQN. The MHC is DRB1_0101 with pseudo-sequence DRB1_0101. The binding affinity (normalized) is 0.662.